This data is from Forward reaction prediction with 1.9M reactions from USPTO patents (1976-2016). The task is: Predict the product of the given reaction. (1) Given the reactants [Cl:1][C:2]1[CH:11]=[C:10]2[C:5]([CH2:6][CH2:7][CH:8]=[C:9]2[C:12]2[CH:13]=[C:14]([CH2:17][OH:18])[S:15][CH:16]=2)=[CH:4][CH:3]=1, predict the reaction product. The product is: [Cl:1][C:2]1[CH:11]=[C:10]2[C:5]([CH2:6][CH2:7][CH2:8][CH:9]2[C:12]2[CH:13]=[C:14]([CH2:17][OH:18])[S:15][CH:16]=2)=[CH:4][CH:3]=1. (2) Given the reactants ClC1N=C(N2C3C=CC(C#N)=CC=3N=C2)C=NC=1.Cl[C:20]1[N:25]=[C:24]([N:26]2[C:30]3[CH:31]=[C:32]([C:35]#[N:36])[CH:33]=[CH:34][C:29]=3[N:28]=[CH:27]2)[CH:23]=[N:22][CH:21]=1.[C@@H:37]1([NH2:47])[C:46]2[C:41](=[CH:42][CH:43]=[CH:44][CH:45]=2)[CH2:40][CH2:39][CH2:38]1, predict the reaction product. The product is: [C@@H:37]1([NH:47][C:20]2[N:25]=[C:24]([N:26]3[C:30]4[CH:31]=[C:32]([C:35]#[N:36])[CH:33]=[CH:34][C:29]=4[N:28]=[CH:27]3)[CH:23]=[N:22][CH:21]=2)[C:46]2[C:41](=[CH:42][CH:43]=[CH:44][CH:45]=2)[CH2:40][CH2:39][CH2:38]1.